Dataset: Drug-target binding data from BindingDB using IC50 measurements. Task: Regression. Given a target protein amino acid sequence and a drug SMILES string, predict the binding affinity score between them. We predict pIC50 (pIC50 = -log10(IC50 in M); higher means more potent). Dataset: bindingdb_ic50. The small molecule is O=C1NC[C@@H](c2ccccc2)OC(=O)[C@@H](Cc2ccc(F)cc2)CC/C=C/C[C@@H]1CC(=O)N(CCO)Cc1ccccc1. The target protein (P32302) has sequence MNYPLTLEMDLENLEDLFWELDRLDNYNDTSLVENHLCPATEGPLMASFKAVFVPVAYSLIFLLGVIGNVLVLVILERHRQTRSSTETFLFHLAVADLLLVFILPFAVAEGSVGWVLGTFLCKTVIALHKVNFYCSSLLLACIAVDRYLAIVHAVHAYRHRRLLSIHITCGTIWLVGFLLALPEILFAKVSQGHHNNSLPRCTFSQENQAETHAWFTSRFLYHVAGFLLPMLVMGWCYVGVVHRLRQAQRRPQRQKAVRVAILVTSIFFLCWSPYHIVIFLDTLARLKAVDNTCKLNGSLPVAITMCEFLGLAHCCLNPMLYTFAGVKFRSDLSRLLTKLGCTGPASLCQLFPSWRRSSLSESENATSLTTF. The pIC50 is 4.8.